From a dataset of NCI-60 drug combinations with 297,098 pairs across 59 cell lines. Regression. Given two drug SMILES strings and cell line genomic features, predict the synergy score measuring deviation from expected non-interaction effect. (1) Drug 1: CN(CC1=CN=C2C(=N1)C(=NC(=N2)N)N)C3=CC=C(C=C3)C(=O)NC(CCC(=O)O)C(=O)O. Drug 2: CCC1(C2=C(COC1=O)C(=O)N3CC4=CC5=C(C=CC(=C5CN(C)C)O)N=C4C3=C2)O.Cl. Cell line: NCI-H322M. Synergy scores: CSS=46.0, Synergy_ZIP=-0.939, Synergy_Bliss=-1.25, Synergy_Loewe=-3.66, Synergy_HSA=-3.60. (2) Drug 1: CC1=C(C=C(C=C1)NC(=O)C2=CC=C(C=C2)CN3CCN(CC3)C)NC4=NC=CC(=N4)C5=CN=CC=C5. Drug 2: CCC1=C2CN3C(=CC4=C(C3=O)COC(=O)C4(CC)O)C2=NC5=C1C=C(C=C5)O. Cell line: U251. Synergy scores: CSS=34.5, Synergy_ZIP=-2.57, Synergy_Bliss=-5.77, Synergy_Loewe=-21.5, Synergy_HSA=-3.02. (3) Drug 1: CC12CCC(CC1=CCC3C2CCC4(C3CC=C4C5=CN=CC=C5)C)O. Drug 2: COC1=NC(=NC2=C1N=CN2C3C(C(C(O3)CO)O)O)N. Cell line: CCRF-CEM. Synergy scores: CSS=50.8, Synergy_ZIP=-3.26, Synergy_Bliss=-5.49, Synergy_Loewe=-13.6, Synergy_HSA=-3.88. (4) Drug 1: COC1=C2C(=CC3=C1OC=C3)C=CC(=O)O2. Drug 2: CC1CCCC2(C(O2)CC(NC(=O)CC(C(C(=O)C(C1O)C)(C)C)O)C(=CC3=CSC(=N3)C)C)C. Cell line: M14. Synergy scores: CSS=48.2, Synergy_ZIP=3.17, Synergy_Bliss=-0.0637, Synergy_Loewe=-40.4, Synergy_HSA=-3.22. (5) Drug 1: CC1=C2C(C(=O)C3(C(CC4C(C3C(C(C2(C)C)(CC1OC(=O)C(C(C5=CC=CC=C5)NC(=O)OC(C)(C)C)O)O)OC(=O)C6=CC=CC=C6)(CO4)OC(=O)C)OC)C)OC. Drug 2: C1C(C(OC1N2C=C(C(=O)NC2=O)F)CO)O. Cell line: A549. Synergy scores: CSS=45.6, Synergy_ZIP=-13.5, Synergy_Bliss=-19.0, Synergy_Loewe=-20.0, Synergy_HSA=-8.84. (6) Drug 1: CC1CCC2CC(C(=CC=CC=CC(CC(C(=O)C(C(C(=CC(C(=O)CC(OC(=O)C3CCCCN3C(=O)C(=O)C1(O2)O)C(C)CC4CCC(C(C4)OC)OCCO)C)C)O)OC)C)C)C)OC. Drug 2: CCC1(CC2CC(C3=C(CCN(C2)C1)C4=CC=CC=C4N3)(C5=C(C=C6C(=C5)C78CCN9C7C(C=CC9)(C(C(C8N6C)(C(=O)OC)O)OC(=O)C)CC)OC)C(=O)OC)O.OS(=O)(=O)O. Cell line: MOLT-4. Synergy scores: CSS=15.9, Synergy_ZIP=20.6, Synergy_Bliss=16.7, Synergy_Loewe=-2.39, Synergy_HSA=0.0689. (7) Drug 1: CC1C(C(CC(O1)OC2CC(CC3=C2C(=C4C(=C3O)C(=O)C5=C(C4=O)C(=CC=C5)OC)O)(C(=O)C)O)N)O.Cl. Drug 2: C1=CC=C(C(=C1)C(C2=CC=C(C=C2)Cl)C(Cl)Cl)Cl. Cell line: COLO 205. Synergy scores: CSS=7.01, Synergy_ZIP=2.98, Synergy_Bliss=-2.10, Synergy_Loewe=-35.9, Synergy_HSA=-3.36.